This data is from Forward reaction prediction with 1.9M reactions from USPTO patents (1976-2016). The task is: Predict the product of the given reaction. (1) Given the reactants [CH3:1][S:2]([C:5]1[CH:10]=[CH:9][N+:8]([O-])=[C:7]([CH3:12])[C:6]=1[CH3:13])(=[O:4])=[O:3].C(O)(=[O:16])C.C(OC(=O)C)(=O)C, predict the reaction product. The product is: [CH3:1][S:2]([C:5]1[CH:10]=[CH:9][N:8]=[C:7]([CH2:12][OH:16])[C:6]=1[CH3:13])(=[O:4])=[O:3]. (2) Given the reactants [C:1](Cl)(=O)[C:2](Cl)=O.[Cl:7][C:8]1[CH:13]=[CH:12][C:11]([C:14]2[N:15]=[C:16]([C:30](O)=[O:31])[C:17]([C:27](O)=[O:28])=[N:18][C:19]=2[C:20]2[CH:25]=[CH:24][C:23]([Cl:26])=[CH:22][CH:21]=2)=[CH:10][CH:9]=1.[NH:33]1[CH2:38][CH2:37][CH2:36][CH2:35][CH2:34]1, predict the reaction product. The product is: [Cl:7][C:8]1[CH:13]=[CH:12][C:11]([C:14]2[C:19]([C:20]3[CH:21]=[CH:22][C:23]([Cl:26])=[CH:24][CH:25]=3)=[N:18][C:17]([C:27]([N:33]3[CH2:38][CH2:37][CH2:36][CH2:35][CH2:34]3)=[O:28])=[C:16]([C:30]([N:15]3[CH2:2][CH2:1][CH2:10][CH2:11][CH2:14]3)=[O:31])[N:15]=2)=[CH:10][CH:9]=1. (3) Given the reactants C([O:8][C:9]1[C:10](=[O:86])[N:11]([CH2:82][CH2:83][O:84][CH3:85])[CH:12]=[CH:13][C:14]=1[C:15]([NH:17][CH2:18][CH2:19][N:20]([CH2:58][CH2:59][NH:60][C:61]([C:63]1[CH:68]=[CH:67][N:66]([CH2:69][CH2:70][O:71][CH3:72])[C:65](=[O:73])[C:64]=1[O:74]CC1C=CC=CC=1)=[O:62])[C:21]([CH:23]([NH:36][C:37]([C:39]1[CH:44]=[CH:43][N:42]([CH2:45][CH2:46][O:47][CH3:48])[C:41](=[O:49])[C:40]=1[O:50]CC1C=CC=CC=1)=[O:38])[CH2:24][CH2:25][CH2:26][CH2:27][NH:28]C(=O)OC(C)(C)C)=[O:22])=[O:16])C1C=CC=CC=1.Cl, predict the reaction product. The product is: [OH:74][C:64]1[C:65](=[O:73])[N:66]([CH2:69][CH2:70][O:71][CH3:72])[CH:67]=[CH:68][C:63]=1[C:61]([NH:60][CH2:59][CH2:58][N:20]([CH2:19][CH2:18][NH:17][C:15]([C:14]1[CH:13]=[CH:12][N:11]([CH2:82][CH2:83][O:84][CH3:85])[C:10](=[O:86])[C:9]=1[OH:8])=[O:16])[C:21]([CH:23]([NH:36][C:37]([C:39]1[CH:44]=[CH:43][N:42]([CH2:45][CH2:46][O:47][CH3:48])[C:41](=[O:49])[C:40]=1[OH:50])=[O:38])[CH2:24][CH2:25][CH2:26][CH2:27][NH2:28])=[O:22])=[O:62]. (4) Given the reactants C([O:3][C:4](=[O:26])[CH2:5][N:6]1[C:10]([CH3:11])=[C:9]([CH2:12][C:13]([NH:15][CH2:16][C:17]2[CH:22]=[CH:21][C:20]([F:23])=[CH:19][C:18]=2[Cl:24])=[O:14])[C:8]([CH3:25])=[N:7]1)C.[OH-].[Na+], predict the reaction product. The product is: [Cl:24][C:18]1[CH:19]=[C:20]([F:23])[CH:21]=[CH:22][C:17]=1[CH2:16][NH:15][C:13](=[O:14])[CH2:12][C:9]1[C:8]([CH3:25])=[N:7][N:6]([CH2:5][C:4]([OH:26])=[O:3])[C:10]=1[CH3:11]. (5) Given the reactants [CH2:1]([O:8][C:9](=[O:38])[NH:10][C@H:11]([CH2:36][OH:37])[CH2:12][CH2:13][C:14](=[O:35])[NH:15][C:16]([C:29]1[CH:34]=[CH:33][CH:32]=[CH:31][CH:30]=1)([C:23]1[CH:28]=[CH:27][CH:26]=[CH:25][CH:24]=1)[C:17]1[CH:22]=[CH:21][CH:20]=[CH:19][CH:18]=1)[C:2]1[CH:7]=[CH:6][CH:5]=[CH:4][CH:3]=1.N1C=CN=C1.[Si:44](Cl)([C:47]([CH3:50])([CH3:49])[CH3:48])([CH3:46])[CH3:45], predict the reaction product. The product is: [CH2:1]([O:8][C:9](=[O:38])[NH:10][C@H:11]([CH2:36][O:37][Si:44]([C:47]([CH3:50])([CH3:49])[CH3:48])([CH3:46])[CH3:45])[CH2:12][CH2:13][C:14](=[O:35])[NH:15][C:16]([C:17]1[CH:18]=[CH:19][CH:20]=[CH:21][CH:22]=1)([C:29]1[CH:30]=[CH:31][CH:32]=[CH:33][CH:34]=1)[C:23]1[CH:28]=[CH:27][CH:26]=[CH:25][CH:24]=1)[C:2]1[CH:7]=[CH:6][CH:5]=[CH:4][CH:3]=1. (6) Given the reactants [CH3:1][C:2]1([CH3:36])[C:26]2[C:6]([CH:7]=[C:8]3[C:25]=2[CH:24]=[C:23]2[C:10]([C:11]4[CH:12]=[CH:13][CH:14]=[CH:15][C:16]=4[C:17]4[CH:18]=[C:19](B5OC(C)(C)C(C)(C)O5)[CH:20]=[CH:21][C:22]=42)=[CH:9]3)=[CH:5][CH:4]=[CH:3]1.Br[C:38]1[CH:39]=[C:40]([C:44]2[C:49]3[S:50][C:51]4[CH:56]=[CH:55][CH:54]=[CH:53][C:52]=4[C:48]=3[CH:47]=[CH:46][CH:45]=2)[CH:41]=[CH:42][CH:43]=1.C([O-])([O-])=O.[Na+].[Na+].CCO, predict the reaction product. The product is: [CH3:36][C:2]1([CH3:1])[C:26]2[C:6]([CH:7]=[C:8]3[C:25]=2[CH:24]=[C:23]2[C:10]([C:11]4[CH:12]=[CH:13][CH:14]=[CH:15][C:16]=4[C:17]4[CH:18]=[C:19]([C:42]5[CH:41]=[C:40]([C:44]6[C:49]7[S:50][C:51]8[CH:56]=[CH:55][CH:54]=[CH:53][C:52]=8[C:48]=7[CH:47]=[CH:46][CH:45]=6)[CH:39]=[CH:38][CH:43]=5)[CH:20]=[CH:21][C:22]=42)=[CH:9]3)=[CH:5][CH:4]=[CH:3]1.